Predict the product of the given reaction. From a dataset of Forward reaction prediction with 1.9M reactions from USPTO patents (1976-2016). (1) Given the reactants [CH:1]([C:3]1[CH:8]=[CH:7][C:6](OB(O)O)=[CH:5][CH:4]=1)=[O:2].C(=O)([O-])[O-].[Na+].[Na+].C(O)C.Br[C:23]1[CH:24]=[N:25][CH:26]=[CH:27][CH:28]=1, predict the reaction product. The product is: [N:25]1[CH:26]=[CH:27][CH:28]=[C:23]([C:6]2[CH:7]=[CH:8][C:3]([CH:1]=[O:2])=[CH:4][CH:5]=2)[CH:24]=1. (2) Given the reactants [Br:1][C:2]1[CH:7]=[CH:6][C:5]([C:8]2[NH:9][CH:10]=[C:11]([C:13]3[N:17]([CH:18]([CH3:20])[CH3:19])[N:16]=[C:15]([CH3:21])[N:14]=3)[N:12]=2)=[C:4]([F:22])[CH:3]=1.C1(=O)O[CH2:26][CH2:25][O:24]1.CO, predict the reaction product. The product is: [Br:1][C:2]1[CH:7]=[CH:6][C:5]([C:8]2[N:9]([CH2:26][CH2:25][OH:24])[CH:10]=[C:11]([C:13]3[N:17]([CH:18]([CH3:19])[CH3:20])[N:16]=[C:15]([CH3:21])[N:14]=3)[N:12]=2)=[C:4]([F:22])[CH:3]=1. (3) Given the reactants C(OC([N:8]1[CH2:13][CH2:12][C@H:11]([C:14]2[CH:15]=[C:16]3[C:25](=[CH:26][C:27]=2[C:28]2[CH:33]=[CH:32][CH:31]=[CH:30][C:29]=2[F:34])[O:24][CH2:23][C:22]2[N:17]3[C@H:18]([CH3:36])[C:19](=[O:35])[NH:20][N:21]=2)[C@H:10]([CH3:37])[CH2:9]1)=O)(C)(C)C.[ClH:38], predict the reaction product. The product is: [ClH:38].[F:34][C:29]1[CH:30]=[CH:31][CH:32]=[CH:33][C:28]=1[C:27]1[CH:26]=[C:25]2[C:16]([N:17]3[C:22]([CH2:23][O:24]2)=[N:21][NH:20][C:19](=[O:35])[C@H:18]3[CH3:36])=[CH:15][C:14]=1[C@H:11]1[CH2:12][CH2:13][NH:8][CH2:9][C@H:10]1[CH3:37]. (4) Given the reactants [CH3:1][C:2]1[C:8]([CH3:9])=[CH:7][C:5]([NH2:6])=[C:4]([N+:10]([O-:12])=[O:11])[CH:3]=1.O[CH2:14][CH:15]([CH2:17]O)O.[Na+].[N+](C1C=C(S([O-])(=O)=O)C=CC=1)([O-])=O.OS(O)(=O)=O.O, predict the reaction product. The product is: [CH3:9][C:8]1[C:2]([CH3:1])=[CH:3][C:4]([N+:10]([O-:12])=[O:11])=[C:5]2[C:7]=1[CH:14]=[CH:15][CH:17]=[N:6]2. (5) Given the reactants [C:1]([O:5][C:6]([N:8]1[CH2:13][CH2:12][CH:11]([N:14]2[C:18]3=[N:19][CH:20]=[N:21][C:22](Cl)=[C:17]3[CH:16]=[N:15]2)[CH2:10][CH2:9]1)=[O:7])([CH3:4])([CH3:3])[CH3:2].[Cl:24][C:25]1[CH:26]=[CH:27][C:28]([OH:33])=[C:29]([CH:32]=1)[C:30]#[N:31].C(=O)([O-])[O-].[K+].[K+].C(=O)([O-])[O-].[Na+].[Na+], predict the reaction product. The product is: [C:1]([O:5][C:6]([N:8]1[CH2:9][CH2:10][CH:11]([N:14]2[C:18]3=[N:19][CH:20]=[N:21][C:22]([O:33][C:28]4[CH:27]=[CH:26][C:25]([Cl:24])=[CH:32][C:29]=4[C:30]#[N:31])=[C:17]3[CH:16]=[N:15]2)[CH2:12][CH2:13]1)=[O:7])([CH3:4])([CH3:2])[CH3:3].